This data is from Forward reaction prediction with 1.9M reactions from USPTO patents (1976-2016). The task is: Predict the product of the given reaction. (1) Given the reactants Cl[CH:2]([C:4]1[CH:9]=[CH:8][CH:7]=[CH:6][C:5]=1[N+:10]([O-:12])=[O:11])[CH3:3].[CH3:13][CH:14]([S-:16])[CH3:15].[Na+], predict the reaction product. The product is: [CH:14]([S:16][CH:2]([C:4]1[CH:9]=[CH:8][CH:7]=[CH:6][C:5]=1[N+:10]([O-:12])=[O:11])[CH3:3])([CH3:15])[CH3:13]. (2) Given the reactants [CH3:1][C:2]([CH3:31])([CH3:30])[CH2:3][C:4]([NH:6][C:7]1[C:8]([CH3:29])=[C:9](B(O)O)[C:10]2[O:14][CH2:13][CH:12]([C:15]3[CH:20]=[CH:19][C:18]([CH:21]([CH3:23])[CH3:22])=[CH:17][CH:16]=3)[C:11]=2[C:24]=1[CH3:25])=[O:5].[NH2:32][C:33]1[CH:38]=[CH:37][CH:36]=[C:35](Br)[N:34]=1, predict the reaction product. The product is: [NH2:32][C:33]1[N:34]=[C:35]([C:9]2[C:10]3[O:14][CH2:13][CH:12]([C:15]4[CH:20]=[CH:19][C:18]([CH:21]([CH3:23])[CH3:22])=[CH:17][CH:16]=4)[C:11]=3[C:24]([CH3:25])=[C:7]([NH:6][C:4](=[O:5])[CH2:3][C:2]([CH3:1])([CH3:31])[CH3:30])[C:8]=2[CH3:29])[CH:36]=[CH:37][CH:38]=1. (3) Given the reactants [NH2:1][C:2]1[CH:3]=[C:4]([C:24](=[O:31])[NH:25][C:26]2[NH:27][CH:28]=[CH:29][N:30]=2)[C:5]2[N:9]=[C:8]([NH:10][C:11]([C:13]3[N:14]=[CH:15][C:16]4[C:21]([CH:22]=3)=[CH:20][CH:19]=[CH:18][CH:17]=4)=[O:12])[NH:7][C:6]=2[CH:23]=1.[C:32]1([S:38](Cl)(=[O:40])=[O:39])[CH:37]=[CH:36][CH:35]=[CH:34][CH:33]=1, predict the reaction product. The product is: [C:32]1([S:38]([NH:1][C:2]2[CH:3]=[C:4]([C:24](=[O:31])[NH:25][C:26]3[NH:27][CH:28]=[CH:29][N:30]=3)[C:5]3[NH:9][C:8]([NH:10][C:11]([C:13]4[N:14]=[CH:15][C:16]5[C:21]([CH:22]=4)=[CH:20][CH:19]=[CH:18][CH:17]=5)=[O:12])=[N:7][C:6]=3[CH:23]=2)(=[O:40])=[O:39])[CH:37]=[CH:36][CH:35]=[CH:34][CH:33]=1. (4) Given the reactants [Br:1][C:2]1[CH:7]=[CH:6][C:5]([C:8]2[O:12][N:11]=[C:10]([CH3:13])[C:9]=2[CH:14]2[CH2:16][O:15]2)=[CH:4][CH:3]=1.[CH2:17]([NH2:24])[C:18]1[CH:23]=[CH:22][CH:21]=[CH:20][CH:19]=1, predict the reaction product. The product is: [CH2:17]([NH:24][CH:14]([C:9]1[C:10]([CH3:13])=[N:11][O:12][C:8]=1[C:5]1[CH:6]=[CH:7][C:2]([Br:1])=[CH:3][CH:4]=1)[CH2:16][OH:15])[C:18]1[CH:23]=[CH:22][CH:21]=[CH:20][CH:19]=1. (5) The product is: [NH2:75][C:72]1[CH:73]=[CH:74][C:69]([C:55]2[C:54]3[C:58](=[CH:59][C:51]([F:50])=[CH:52][CH:53]=3)[N:57]([S:60]([C:63]3[CH:68]=[CH:67][CH:66]=[CH:65][CH:64]=3)(=[O:62])=[O:61])[CH:56]=2)=[CH:70][C:71]=1[NH:76][C:14]([CH:11]1[CH2:10][CH2:9][N:8]([C:6]([O:5][C:1]([CH3:2])([CH3:3])[CH3:4])=[O:7])[CH2:13][CH2:12]1)=[O:16]. Given the reactants [C:1]([O:5][C:6]([N:8]1[CH2:13][CH2:12][CH:11]([C:14]([OH:16])=O)[CH2:10][CH2:9]1)=[O:7])([CH3:4])([CH3:3])[CH3:2].CCN(C(C)C)C(C)C.CN(C(ON1N=NC2C=CC=NC1=2)=[N+](C)C)C.F[P-](F)(F)(F)(F)F.[F:50][C:51]1[CH:59]=[C:58]2[C:54]([C:55]([C:69]3[CH:70]=[C:71]([NH2:76])[C:72]([NH2:75])=[CH:73][CH:74]=3)=[CH:56][N:57]2[S:60]([C:63]2[CH:68]=[CH:67][CH:66]=[CH:65][CH:64]=2)(=[O:62])=[O:61])=[CH:53][CH:52]=1, predict the reaction product. (6) Given the reactants [CH3:1][O:2][CH2:3][C:4]1[CH:9]=[C:8]([C:10]2[O:14][N:13]=[C:12]([C:15]3[CH:16]=[C:17]([CH:23]=[CH:24][CH:25]=3)[CH2:18][NH:19][CH:20]([CH3:22])[CH3:21])[N:11]=2)[CH:7]=[CH:6][C:5]=1[C:26]1[CH:31]=[CH:30][CH:29]=[CH:28][C:27]=1[CH3:32].C([O-])([O-])=O.[K+].[K+].Br[CH2:40][C:41]([O:43][C:44]([CH3:47])([CH3:46])[CH3:45])=[O:42], predict the reaction product. The product is: [CH:20]([N:19]([CH2:18][C:17]1[CH:23]=[CH:24][CH:25]=[C:15]([C:12]2[N:11]=[C:10]([C:8]3[CH:7]=[CH:6][C:5]([C:26]4[CH:31]=[CH:30][CH:29]=[CH:28][C:27]=4[CH3:32])=[C:4]([CH2:3][O:2][CH3:1])[CH:9]=3)[O:14][N:13]=2)[CH:16]=1)[CH2:40][C:41]([O:43][C:44]([CH3:47])([CH3:46])[CH3:45])=[O:42])([CH3:22])[CH3:21]. (7) Given the reactants [CH2:1]([O:5][C:6]([C:8]1[NH:9][C:10](=O)[C:11]2[C:16]([C:17]=1[OH:18])=[CH:15][C:14]([O:19][C:20]1[CH:25]=[CH:24][C:23]([O:26][CH2:27][CH2:28][CH3:29])=[CH:22][CH:21]=1)=[CH:13][CH:12]=2)=[O:7])[CH2:2][CH2:3][CH3:4].P(Br)(Br)([Br:33])=O.C1(C)C=CC=CC=1, predict the reaction product. The product is: [CH2:1]([O:5][C:6]([C:8]1[N:9]=[C:10]([Br:33])[C:11]2[C:16]([C:17]=1[OH:18])=[CH:15][C:14]([O:19][C:20]1[CH:25]=[CH:24][C:23]([O:26][CH2:27][CH2:28][CH3:29])=[CH:22][CH:21]=1)=[CH:13][CH:12]=2)=[O:7])[CH2:2][CH2:3][CH3:4]. (8) Given the reactants Cl[C:2]1[S:6][N:5]=[C:4]([C:7]2[CH:12]=[CH:11][CH:10]=[C:9]([F:13])[CH:8]=2)[N:3]=1.FC(F)(F)C(O)=O.[O:21]1[C:25]2[CH:26]=[CH:27][CH:28]=[CH:29][C:24]=2[C:23]([NH:30][C:31]([N:33]2[CH2:38][CH2:37][NH:36][CH2:35][CH2:34]2)=[O:32])=[N:22]1.C(N(CC)CC)C.O, predict the reaction product. The product is: [O:21]1[C:25]2[CH:26]=[CH:27][CH:28]=[CH:29][C:24]=2[C:23]([NH:30][C:31]([N:33]2[CH2:38][CH2:37][N:36]([C:2]3[S:6][N:5]=[C:4]([C:7]4[CH:12]=[CH:11][CH:10]=[C:9]([F:13])[CH:8]=4)[N:3]=3)[CH2:35][CH2:34]2)=[O:32])=[N:22]1.